Dataset: Forward reaction prediction with 1.9M reactions from USPTO patents (1976-2016). Task: Predict the product of the given reaction. (1) Given the reactants Cl[C:2]1[C:31]([O:32][CH2:33][CH3:34])=[CH:30][C:5]([CH2:6][N:7]2[CH2:12][CH2:11][CH:10]([NH:13][C:14](=[O:29])[C:15]3[CH:20]=[C:19]([O:21][CH3:22])[CH:18]=[C:17]([O:23][CH2:24][CH:25]([OH:28])[CH2:26][OH:27])[CH:16]=3)[CH2:9][CH2:8]2)=[CH:4][C:3]=1[O:35][CH2:36][CH3:37].C(OC1C=C(C=O)C=C(OCC)C=1[C:52]1[CH:57]=[CH:56][C:55]([F:58])=[CH:54][CH:53]=1)C.C([BH3-])#N.[Na+].C(N(C(C)C)C(C)C)C, predict the reaction product. The product is: [CH2:36]([O:35][C:3]1[CH:4]=[C:5]([CH2:6][N:7]2[CH2:12][CH2:11][CH:10]([NH:13][C:14](=[O:29])[C:15]3[CH:20]=[C:19]([O:21][CH3:22])[CH:18]=[C:17]([O:23][CH2:24][CH:25]([OH:28])[CH2:26][OH:27])[CH:16]=3)[CH2:9][CH2:8]2)[CH:30]=[C:31]([O:32][CH2:33][CH3:34])[C:2]=1[C:52]1[CH:57]=[CH:56][C:55]([F:58])=[CH:54][CH:53]=1)[CH3:37]. (2) Given the reactants [CH3:1][C:2]1[CH:7]=[C:6]([CH3:8])[NH:5][C:4](=[O:9])[C:3]=1[CH2:10][NH:11][CH2:12][CH2:13][O:14][C:15]1[C:24]([O:25][CH:26]([CH3:28])[CH3:27])=[CH:23][CH:22]=[CH:21][C:16]=1[C:17](OC)=[O:18].[OH-].[Na+].C(N(CC)CC)C.F[P-](F)(F)(F)(F)F.N1(OC(N(C)C)=[N+](C)C)C2N=CC=CC=2N=N1, predict the reaction product. The product is: [CH3:1][C:2]1[CH:7]=[C:6]([CH3:8])[NH:5][C:4](=[O:9])[C:3]=1[CH2:10][N:11]1[C:17](=[O:18])[C:16]2[CH:21]=[CH:22][CH:23]=[C:24]([O:25][CH:26]([CH3:28])[CH3:27])[C:15]=2[O:14][CH2:13][CH2:12]1. (3) Given the reactants [F:1][C:2]([F:18])([F:17])[C:3]([N:5]1[CH2:10][CH2:9][N:8]([C:11]2[CH:16]=[CH:15][CH:14]=[CH:13][CH:12]=2)[CH2:7][CH2:6]1)=[O:4].[Cl:19][S:20](O)(=[O:22])=[O:21], predict the reaction product. The product is: [F:18][C:2]([F:1])([F:17])[C:3]([N:5]1[CH2:6][CH2:7][N:8]([C:11]2[CH:16]=[CH:15][C:14]([S:20]([Cl:19])(=[O:22])=[O:21])=[CH:13][CH:12]=2)[CH2:9][CH2:10]1)=[O:4]. (4) Given the reactants [F:1][C:2]1([F:31])[CH2:7][CH2:6][CH:5]([NH:8][C:9]([C:11]2[S:12][CH:13]=[C:14]([C@@H:16]3[CH2:18][C@H:17]3[NH:19][C:20](=O)OC(C(C)(C)C)C3CC3)[N:15]=2)=[O:10])[CH2:4][CH2:3]1.[ClH:32].C(O[CH2:37][CH3:38])(=O)C.[C:39](OCC)(=O)C, predict the reaction product. The product is: [ClH:32].[CH:38]1([CH2:20][NH:19][C@@H:17]2[CH2:18][C@H:16]2[C:14]2[N:15]=[C:11]([C:9]([NH:8][CH:5]3[CH2:4][CH2:3][C:2]([F:1])([F:31])[CH2:7][CH2:6]3)=[O:10])[S:12][CH:13]=2)[CH2:37][CH2:39]1. (5) Given the reactants FC(F)(F)C(O)=O.[NH:8]1[CH2:12][CH2:11][C@H:10]([CH2:13][NH:14][C:15]([C:17]2[S:21][C:20]3[CH:22]=[CH:23][C:24]([Cl:26])=[CH:25][C:19]=3[CH:18]=2)=[O:16])[CH2:9]1.[N+](C1C=CC([O:36][C:37](=O)[NH:38][C:39]2[CH:44]=[CH:43][C:42]([N:45]3[CH:50]=[CH:49][CH:48]=[CH:47][C:46]3=[O:51])=[CH:41][C:40]=2[F:52])=CC=1)([O-])=O, predict the reaction product. The product is: [F:52][C:40]1[CH:41]=[C:42]([N:45]2[CH:50]=[CH:49][CH:48]=[CH:47][C:46]2=[O:51])[CH:43]=[CH:44][C:39]=1[NH:38][C:37]([N:8]1[CH2:12][CH2:11][C@H:10]([CH2:13][NH:14][C:15]([C:17]2[S:21][C:20]3[CH:22]=[CH:23][C:24]([Cl:26])=[CH:25][C:19]=3[CH:18]=2)=[O:16])[CH2:9]1)=[O:36]. (6) Given the reactants [OH-].[Na+].[CH2:3]([C:5]1[CH:10]=[CH:9][CH:8]=[CH:7][C:6]=1[C:11]1[CH:16]=[CH:15][C:14]([C:17]([O:19]C)=[O:18])=[CH:13][C:12]=1[C:21]([F:24])([F:23])[F:22])[CH3:4], predict the reaction product. The product is: [CH2:3]([C:5]1[CH:10]=[CH:9][CH:8]=[CH:7][C:6]=1[C:11]1[CH:16]=[CH:15][C:14]([C:17]([OH:19])=[O:18])=[CH:13][C:12]=1[C:21]([F:22])([F:23])[F:24])[CH3:4]. (7) Given the reactants [OH:1][C:2]1([CH2:15][SH:16])[CH2:7][CH2:6][N:5]([C:8]([O:10][C:11]([CH3:14])([CH3:13])[CH3:12])=[O:9])[CH2:4][CH2:3]1.[F:17][C:18]1[CH:19]=[C:20]2[C:25](=[CH:26][CH:27]=1)[C:24](=[O:28])[C:23](=[O:29])[CH:22]=[CH:21]2, predict the reaction product. The product is: [F:17][C:18]1[CH:19]=[C:20]2[C:25]([C:24](=[O:28])[C:23](=[O:29])[CH:22]=[C:21]2[S:16][CH2:15][C:2]2([OH:1])[CH2:7][CH2:6][N:5]([C:8]([O:10][C:11]([CH3:12])([CH3:13])[CH3:14])=[O:9])[CH2:4][CH2:3]2)=[CH:26][CH:27]=1. (8) Given the reactants C([O:4][C:5]1[C:24]([Cl:25])=[CH:23][C:22]([Cl:26])=[CH:21][C:6]=1[C:7]([NH:9][C@H:10]([C:18]([OH:20])=[O:19])[CH2:11][C:12]1[CH:17]=[CH:16][CH:15]=[CH:14][CH:13]=1)=[O:8])(=O)C.[OH-].[Na+].Cl, predict the reaction product. The product is: [Cl:25][C:24]1[C:5]([OH:4])=[C:6]([CH:21]=[C:22]([Cl:26])[CH:23]=1)[C:7]([NH:9][C@H:10]([C:18]([OH:20])=[O:19])[CH2:11][C:12]1[CH:13]=[CH:14][CH:15]=[CH:16][CH:17]=1)=[O:8]. (9) Given the reactants [CH3:1][O:2][C:3]1[CH:10]=[CH:9][C:6]([CH2:7][NH2:8])=[CH:5][CH:4]=1.C(N(C(C)C)CC)(C)C.[I-].[Na+].Br[CH2:23][CH2:24][CH2:25][NH:26][C:27]1[C:36](=[O:37])[C:31]2[N:32]=[C:33]([CH3:35])[S:34][C:30]=2[C:29](=[O:38])[CH:28]=1, predict the reaction product. The product is: [CH3:1][O:2][C:3]1[CH:10]=[CH:9][C:6]([CH2:7][NH:8][CH2:23][CH2:24][CH2:25][NH:26][C:27]2[C:36](=[O:37])[C:31]3[N:32]=[C:33]([CH3:35])[S:34][C:30]=3[C:29](=[O:38])[CH:28]=2)=[CH:5][CH:4]=1.